Dataset: Full USPTO retrosynthesis dataset with 1.9M reactions from patents (1976-2016). Task: Predict the reactants needed to synthesize the given product. (1) Given the product [Cl:9][C:8]1[N:1]=[C:2]([Cl:3])[N:4]=[C:5]([NH:10][C@@H:11]2[CH2:16][CH2:15][C@H:14]([C:17]([OH:19])=[O:18])[CH2:13][CH2:12]2)[N:7]=1, predict the reactants needed to synthesize it. The reactants are: [N:1]1[C:8]([Cl:9])=[N:7][C:5](Cl)=[N:4][C:2]=1[Cl:3].[NH2:10][C@@H:11]1[CH2:16][CH2:15][C@H:14]([C:17]([OH:19])=[O:18])[CH2:13][CH2:12]1.[OH-].[Na+]. (2) Given the product [Cl:19][C:20]1[CH:25]=[CH:24][C:23]([OH:26])=[CH:22][C:21]=1[C:2]1[CH:18]=[CH:17][C:5]([CH2:6][N:7]2[CH2:12][CH2:11][N:10]([C:13](=[O:16])[CH:14]=[CH2:15])[CH2:9][CH2:8]2)=[CH:4][CH:3]=1, predict the reactants needed to synthesize it. The reactants are: Br[C:2]1[CH:18]=[CH:17][C:5]([CH2:6][N:7]2[CH2:12][CH2:11][N:10]([C:13](=[O:16])[CH:14]=[CH2:15])[CH2:9][CH2:8]2)=[CH:4][CH:3]=1.[Cl:19][C:20]1[CH:25]=[CH:24][C:23]([OH:26])=[CH:22][C:21]=1B(O)O. (3) Given the product [Si:10]([O:9][CH2:8][C:4]1[N:3]=[C:2]([C:25]2([OH:28])[CH2:26][CH2:27][O:22][CH2:23][CH2:24]2)[CH:7]=[CH:6][CH:5]=1)([C:13]([CH3:16])([CH3:15])[CH3:14])([CH3:12])[CH3:11], predict the reactants needed to synthesize it. The reactants are: Br[C:2]1[CH:7]=[CH:6][CH:5]=[C:4]([CH2:8][O:9][Si:10]([C:13]([CH3:16])([CH3:15])[CH3:14])([CH3:12])[CH3:11])[N:3]=1.C([Li])CCC.[O:22]1[CH2:27][CH2:26][C:25](=[O:28])[CH2:24][CH2:23]1.CCOC(C)=O.CCCCCC. (4) Given the product [CH2:1]([N:8]1[C:16]2[CH:15]=[CH:14][C:13]3[N:12]([C:57]([CH3:58])=[N:18][N:17]=3)[C:11]=2[CH:10]=[C:9]1[C:33]1[N:34]=[CH:35][N:36]([CH2:38][CH2:39][C:40]#[N:61])[CH:37]=1)[C:2]1[CH:3]=[CH:4][CH:5]=[CH:6][CH:7]=1, predict the reactants needed to synthesize it. The reactants are: [CH2:1]([N:8]1[C:16]2[C:11](=[N:12][C:13]([N:17](C(OC(C)(C)C)=O)[NH:18]C(OC(C)(C)C)=O)=[CH:14][CH:15]=2)[CH:10]=[C:9]1[C:33]1[N:34]=[CH:35][N:36]([C:38](C2C=CC=CC=2)(C2C=CC=CC=2)[C:39]2C=CC=C[CH:40]=2)[CH:37]=1)[C:2]1[CH:7]=[CH:6][CH:5]=[CH:4][CH:3]=1.[C:57](#N)[CH:58]=C.[N:61]12CCCN=C1CCCCC2. (5) Given the product [NH2:1][C:2]1[N:7]=[C:6]([CH3:8])[C:5]([CH2:9][C:10]2[CH:15]=[CH:14][C:13]([CH2:16][C:17]([OH:28])=[O:25])=[CH:12][CH:11]=2)=[C:4]([NH:19][CH2:20][CH2:21][CH2:22][CH2:23][CH3:24])[N:3]=1, predict the reactants needed to synthesize it. The reactants are: [NH2:1][C:2]1[N:7]=[C:6]([CH3:8])[C:5]([CH2:9][C:10]2[CH:15]=[CH:14][C:13]([CH2:16][C:17]#N)=[CH:12][CH:11]=2)=[C:4]([NH:19][CH2:20][CH2:21][CH2:22][CH2:23][CH3:24])[N:3]=1.[OH-:25].[K+].C[OH:28]. (6) Given the product [Cl:8][C:6]1[CH:7]=[C:2]([N:22]2[CH2:27][CH2:26][O:25][CH2:24][CH2:23]2)[N:3]=[C:4]([C:9]2[CH:10]=[CH:11][C:12]([NH:15][C:16](=[O:21])[C:17]([CH3:20])([CH3:19])[CH3:18])=[N:13][CH:14]=2)[N:5]=1, predict the reactants needed to synthesize it. The reactants are: Cl[C:2]1[CH:7]=[C:6]([Cl:8])[N:5]=[C:4]([C:9]2[CH:10]=[CH:11][C:12]([NH:15][C:16](=[O:21])[C:17]([CH3:20])([CH3:19])[CH3:18])=[N:13][CH:14]=2)[N:3]=1.[NH:22]1[CH2:27][CH2:26][O:25][CH2:24][CH2:23]1.C(N(CC)CC)C. (7) Given the product [Br:1][C:2]1[CH:11]=[CH:10][C:5]([C:6]([O:8][CH3:9])=[O:7])=[CH:4][C:3]=1[O:12][CH:14]1[CH2:15][CH2:16][CH2:17][CH2:18][O:13]1, predict the reactants needed to synthesize it. The reactants are: [Br:1][C:2]1[CH:11]=[CH:10][C:5]([C:6]([O:8][CH3:9])=[O:7])=[CH:4][C:3]=1[OH:12].[O:13]1[CH:18]=[CH:17][CH2:16][CH2:15][CH2:14]1. (8) Given the product [ClH:1].[Cl:1][C:2]1[CH:8]=[C:7]([O:9][CH3:10])[C:6]([CH3:11])=[CH:5][C:3]=1[NH:4][NH2:12], predict the reactants needed to synthesize it. The reactants are: [Cl:1][C:2]1[CH:8]=[C:7]([O:9][CH3:10])[C:6]([CH3:11])=[CH:5][C:3]=1[NH2:4].[N:12]([O-])=O.[Na+].O.O.[Sn](Cl)Cl. (9) Given the product [NH2:9][C:3]1[N:4]=[CH:5][N:6]=[C:7]([NH:10][CH2:11][CH2:12][CH:13]2[CH2:14][N:15]([C:17](=[O:19])[CH:40]=[CH2:41])[CH2:16]2)[C:2]=1[C:28]1[CH:29]=[CH:30][C:25]([O:24][C:31]2[CH:36]=[CH:35][CH:34]=[CH:33][CH:32]=2)=[CH:26][CH:27]=1, predict the reactants needed to synthesize it. The reactants are: Cl[C:2]1[C:3]([NH2:9])=[N:4][CH:5]=[N:6][C:7]=1Cl.[NH2:10][CH2:11][CH2:12][CH:13]1[CH2:16][N:15]([C:17]([O:19]C(C)(C)C)=O)[CH2:14]1.[O:24]([C:31]1[CH:36]=[CH:35][C:34](B(O)O)=[CH:33][CH:32]=1)[C:25]1[CH:30]=[CH:29][CH:28]=[CH:27][CH:26]=1.[C:40](O)(=O)[CH:41]=C. (10) Given the product [OH:59][C:55]([CH3:56])([CH3:54])[C:57]#[C:58][C:2]1[CH:3]=[CH:4][C:5]2[O:11][CH2:10][CH2:9][N:8]3[C:12]([CH2:18][NH:19][CH:20]4[CH2:21][O:22][CH2:23]4)=[C:13]([C:15]([NH2:17])=[O:16])[N:14]=[C:7]3[C:6]=2[CH:24]=1, predict the reactants needed to synthesize it. The reactants are: Br[C:2]1[CH:3]=[CH:4][C:5]2[O:11][CH2:10][CH2:9][N:8]3[C:12]([CH2:18][NH:19][CH:20]4[CH2:23][O:22][CH2:21]4)=[C:13]([C:15]([NH2:17])=[O:16])[N:14]=[C:7]3[C:6]=2[CH:24]=1.BrC1C=CC2OCCN3C(CN4CCCC4)=C(C(N)=O)N=C3C=2C=1.NC1COC1.[CH3:54][C:55]([OH:59])([C:57]#[CH:58])[CH3:56].